Dataset: NCI-60 drug combinations with 297,098 pairs across 59 cell lines. Task: Regression. Given two drug SMILES strings and cell line genomic features, predict the synergy score measuring deviation from expected non-interaction effect. Drug 1: C#CCC(CC1=CN=C2C(=N1)C(=NC(=N2)N)N)C3=CC=C(C=C3)C(=O)NC(CCC(=O)O)C(=O)O. Drug 2: C1=NC2=C(N1)C(=S)N=CN2. Cell line: SK-MEL-28. Synergy scores: CSS=10.5, Synergy_ZIP=-3.73, Synergy_Bliss=-1.70, Synergy_Loewe=-1.89, Synergy_HSA=-2.15.